Regression. Given a peptide amino acid sequence and an MHC pseudo amino acid sequence, predict their binding affinity value. This is MHC class II binding data. From a dataset of Peptide-MHC class II binding affinity with 134,281 pairs from IEDB. (1) The peptide sequence is DTFRKLFGVYSNFLR. The MHC is DRB5_0101 with pseudo-sequence DRB5_0101. The binding affinity (normalized) is 0.398. (2) The peptide sequence is AAGDKPSLFGQAA. The MHC is HLA-DQA10501-DQB10301 with pseudo-sequence HLA-DQA10501-DQB10301. The binding affinity (normalized) is 0.169. (3) The peptide sequence is YALFYKLDVVPIDNDNTSY. The MHC is DRB1_0401 with pseudo-sequence DRB1_0401. The binding affinity (normalized) is 0.777. (4) The peptide sequence is IFIFRDSDDWLNKYS. The MHC is DRB1_1101 with pseudo-sequence DRB1_1101. The binding affinity (normalized) is 0.364. (5) The peptide sequence is YSKFLLKAEPLALIVS. The MHC is H-2-IAb with pseudo-sequence H-2-IAb. The binding affinity (normalized) is 0.624. (6) The peptide sequence is RGLLRRARGGPHHRR. The MHC is HLA-DPA10103-DPB10401 with pseudo-sequence HLA-DPA10103-DPB10401. The binding affinity (normalized) is 0.429. (7) The peptide sequence is SAHGSGREVIDAMCH. The binding affinity (normalized) is 0.297. The MHC is HLA-DQA10601-DQB10402 with pseudo-sequence HLA-DQA10601-DQB10402. (8) The peptide sequence is VIIHGLHLYGCSTSV. The MHC is HLA-DPA10201-DPB10501 with pseudo-sequence HLA-DPA10201-DPB10501. The binding affinity (normalized) is 0.184. (9) The peptide sequence is GPTATFEAMYLGTCQ. The MHC is HLA-DQA10102-DQB10602 with pseudo-sequence HLA-DQA10102-DQB10602. The binding affinity (normalized) is 0.362. (10) The peptide sequence is IEDAKRMIAISAKVA. The MHC is H-2-IAb with pseudo-sequence H-2-IAb. The binding affinity (normalized) is 0.182.